From a dataset of Forward reaction prediction with 1.9M reactions from USPTO patents (1976-2016). Predict the product of the given reaction. (1) Given the reactants [F:1][C:2]1[CH:7]=[CH:6][CH:5]=[C:4]([O:8][CH3:9])[C:3]=1B(O)O.[CH2:13]([O:20][C:21]([N:23]1[CH2:28][CH2:27][CH2:26][CH:25]([C:29](=[O:38])[NH:30][C:31]2[CH:36]=[C:35](Cl)[N:34]=[CH:33][N:32]=2)[CH2:24]1)=[O:22])[C:14]1[CH:19]=[CH:18][CH:17]=[CH:16][CH:15]=1.C1C=CC(P(C2C=CC=CC=2)C2C=CC=CC=2)=CC=1.C(=O)([O-])[O-].[Na+].[Na+], predict the reaction product. The product is: [CH2:13]([O:20][C:21]([N:23]1[CH2:28][CH2:27][CH2:26][CH:25]([C:29](=[O:38])[NH:30][C:31]2[CH:36]=[C:35]([C:3]3[C:4]([O:8][CH3:9])=[CH:5][CH:6]=[CH:7][C:2]=3[F:1])[N:34]=[CH:33][N:32]=2)[CH2:24]1)=[O:22])[C:14]1[CH:15]=[CH:16][CH:17]=[CH:18][CH:19]=1. (2) Given the reactants [Li]CCCC.Br[C:7]1[N:11]([CH3:12])[C:10]([CH3:13])=[N:9][CH:8]=1.CON(C)[C:17]([CH:19]1[CH2:24][CH2:23][O:22][CH2:21][CH2:20]1)=[O:18], predict the reaction product. The product is: [CH3:12][N:11]1[C:7]([C:17]([CH:19]2[CH2:24][CH2:23][O:22][CH2:21][CH2:20]2)=[O:18])=[CH:8][N:9]=[C:10]1[CH3:13]. (3) Given the reactants CN(C(ON1N=[N:16][C:11]2C=[CH:13][CH:14]=[N:15][C:10]1=2)=[N+](C)C)C.F[P-](F)(F)(F)(F)F.[CH3:25][S:26]([C:29]1[CH:34]=[CH:33][C:32](N2CCNCC2)=[CH:31][CH:30]=1)(=[O:28])=[O:27].[Cl:41][C:42]1[C:43]([C:52]([F:55])([F:54])[F:53])=[N:44][N:45]([CH2:48][C:49]([OH:51])=O)[C:46]=1[CH3:47], predict the reaction product. The product is: [CH3:25][S:26]([C:29]1[CH:30]=[CH:31][C:32]([CH:11]2[CH2:10][NH:15][CH2:14][CH2:13][N:16]2[C:49](=[O:51])[CH2:48][N:45]2[C:46]([CH3:47])=[C:42]([Cl:41])[C:43]([C:52]([F:55])([F:54])[F:53])=[N:44]2)=[CH:33][CH:34]=1)(=[O:27])=[O:28]. (4) Given the reactants [F:1][C:2]([F:13])([F:12])[C:3]1[CH:11]=[CH:10][C:6]([C:7]([OH:9])=O)=[CH:5][N:4]=1.[NH:14]1[C:22]2[C:17](=[CH:18][CH:19]=[C:20]([CH2:23][NH2:24])[CH:21]=2)[CH:16]=[CH:15]1, predict the reaction product. The product is: [NH:14]1[C:22]2[C:17](=[CH:18][CH:19]=[C:20]([CH2:23][NH:24][C:7](=[O:9])[C:6]3[CH:10]=[CH:11][C:3]([C:2]([F:1])([F:13])[F:12])=[N:4][CH:5]=3)[CH:21]=2)[CH:16]=[CH:15]1. (5) The product is: [CH3:1][O:2][C:3]1[CH:4]=[C:5]([S:11]([NH:14][C:15]2[N:20]=[CH:19][C:18]([CH2:21][CH2:22][CH2:23][NH:24][C:25](=[O:36])[CH2:26][O:27][CH2:28][C:29]3[CH:30]=[CH:31][C:32]([F:35])=[CH:33][CH:34]=3)=[CH:17][CH:16]=2)(=[O:12])=[O:13])[CH:6]=[CH:7][C:8]=1[O:9][CH3:10]. Given the reactants [CH3:1][O:2][C:3]1[CH:4]=[C:5]([S:11]([NH:14][C:15]2[N:20]=[CH:19][C:18]([C:21]#[C:22][CH2:23][NH:24][C:25](=[O:36])[CH2:26][O:27][CH2:28][C:29]3[CH:34]=[CH:33][C:32]([F:35])=[CH:31][CH:30]=3)=[CH:17][CH:16]=2)(=[O:13])=[O:12])[CH:6]=[CH:7][C:8]=1[O:9][CH3:10].[H][H], predict the reaction product. (6) Given the reactants CCOC(/N=N/C(OCC)=O)=O.[Br:13][C:14]1[CH:19]=[C:18]([C:20]2[C:32]3[C:31]([CH3:33])=[C:30]([CH3:34])[S:29][C:28]=3[C:27]([Br:35])=[C:26]3[C:21]=2[CH:22]=[CH:23][CH:24]=[CH:25]3)[CH:17]=[C:16]([Br:36])[C:15]=1[OH:37].O[C@@H:39]([CH2:44][C:45]1[CH:50]=[CH:49][CH:48]=[CH:47][CH:46]=1)[C:40]([O:42][CH3:43])=[O:41].C1(P(C2C=CC=CC=2)C2C=CC=CC=2)C=CC=CC=1, predict the reaction product. The product is: [CH3:43][O:42][C:40](=[O:41])[C@H:39]([O:37][C:15]1[C:16]([Br:36])=[CH:17][C:18]([C:20]2[C:32]3[C:31]([CH3:33])=[C:30]([CH3:34])[S:29][C:28]=3[C:27]([Br:35])=[C:26]3[C:21]=2[CH:22]=[CH:23][CH:24]=[CH:25]3)=[CH:19][C:14]=1[Br:13])[CH2:44][C:45]1[CH:46]=[CH:47][CH:48]=[CH:49][CH:50]=1. (7) Given the reactants Cl[CH2:2][C:3]([NH:5][C:6]1[CH:11]=[CH:10][C:9]([C:12]#[N:13])=[CH:8][CH:7]=1)=[O:4].Cl.[F:15][C:16]1[CH:28]=[CH:27][C:19]([CH2:20][CH:21]2[CH2:26][CH2:25][NH:24][CH2:23][CH2:22]2)=[CH:18][CH:17]=1, predict the reaction product. The product is: [C:12]([C:9]1[CH:10]=[CH:11][C:6]([NH:5][C:3](=[O:4])[CH2:2][N:24]2[CH2:25][CH2:26][CH:21]([CH2:20][C:19]3[CH:18]=[CH:17][C:16]([F:15])=[CH:28][CH:27]=3)[CH2:22][CH2:23]2)=[CH:7][CH:8]=1)#[N:13]. (8) Given the reactants [CH2:1]([O:8][C:9]1[C:10](=[O:30])[N:11]([CH2:21][O:22][CH2:23][C:24]2[CH:29]=[CH:28][CH:27]=[CH:26][CH:25]=2)[C:12](=[O:20])[N:13]([CH2:15][CH2:16][N:17]([CH3:19])[CH3:18])[N:14]=1)[C:2]1[CH:7]=[CH:6][CH:5]=[CH:4][CH:3]=1.C1[C:40]2[C:35](=[CH:36][CH:37]=[CH:38][CH:39]=2)[CH2:34]CN1.C(=O)([O-])[O-].[K+].[K+], predict the reaction product. The product is: [CH2:1]([O:8][C:9]1[C:10](=[O:30])[N:11]([CH2:21][O:22][CH2:23][C:24]2[CH:25]=[CH:26][CH:27]=[CH:28][CH:29]=2)[C:12](=[O:20])[N:13]([CH2:15][CH2:16][N:17]2[CH2:19][CH2:34][C:35]3[C:36](=[CH:37][CH:38]=[CH:39][CH:40]=3)[CH2:18]2)[N:14]=1)[C:2]1[CH:7]=[CH:6][CH:5]=[CH:4][CH:3]=1.